This data is from Reaction yield outcomes from USPTO patents with 853,638 reactions. The task is: Predict the reaction yield, written as a fraction of the theoretical maximum amount of product (1.0 means a 100% yield; for example, 0.34 means a 34% yield). The reactants are Cl[C:2]1C=C[C:5]([NH:8][C:9](=O)OC2C=CC=CC=2)=[CH:4][C:3]=1[C:18]([F:21])([F:20])F.[C:22](=[NH:35])([C:29]1[CH:34]=[CH:33][CH:32]=[CH:31][CH:30]=1)[C:23]1[CH:28]=[CH:27][CH:26]=[CH:25][CH:24]=1.[C:36]([O-])([O-])=O.[Cs+].[Cs+].C1C=CC(P(C2C(C3C(P(C4C=CC=CC=4)C4C=CC=CC=4)=CC=C4C=3C=CC=C4)=C3C(C=CC=C3)=CC=2)C2C=CC=CC=2)=CC=1. The catalyst is C1C=CC(/C=C/C(/C=C/C2C=CC=CC=2)=O)=CC=1.C1C=CC(/C=C/C(/C=C/C2C=CC=CC=2)=O)=CC=1.C1C=CC(/C=C/C(/C=C/C2C=CC=CC=2)=O)=CC=1.[Pd].[Pd].O1CCOCC1. The product is [F:21][C:18]([C:3]1[CH:2]=[CH:9][N:8]=[C:5]([N:35]=[C:22]([C:29]2[CH:30]=[CH:31][CH:32]=[CH:33][CH:34]=2)[C:23]2[CH:28]=[CH:27][CH:26]=[CH:25][CH:24]=2)[CH:4]=1)([F:20])[CH3:36]. The yield is 0.763.